Dataset: Full USPTO retrosynthesis dataset with 1.9M reactions from patents (1976-2016). Task: Predict the reactants needed to synthesize the given product. (1) Given the product [Br:1][C:2]1[N:7]=[C:6]([O:8][CH3:9])[C:5]([CH2:10][CH2:11][C:12]([O:14][C:15]([CH3:18])([CH3:17])[CH3:16])=[O:13])=[CH:4][CH:3]=1, predict the reactants needed to synthesize it. The reactants are: [Br:1][C:2]1[N:7]=[C:6]([O:8][CH3:9])[C:5]([CH:10]=[CH:11][C:12]([O:14][C:15]([CH3:18])([CH3:17])[CH3:16])=[O:13])=[CH:4][CH:3]=1.[H][H]. (2) The reactants are: [CH3:1]I.[NH:3]1[C:10](=[O:11])[CH2:9][C:7](=[O:8])[NH:6][C:4]1=[S:5]. Given the product [CH3:1][S:5][C:4]1[N:6]=[C:7]([OH:8])[CH:9]=[C:10]([OH:11])[N:3]=1, predict the reactants needed to synthesize it. (3) Given the product [NH3:7].[C@@H:8]1([NH:17][C:3]2[CH2:4][CH2:5][CH2:6][N:7]=2)[C:16]2[C:11](=[CH:12][CH:13]=[CH:14][CH:15]=2)[CH2:10][CH2:9]1, predict the reactants needed to synthesize it. The reactants are: CO[C:3]1[CH2:4][CH2:5][CH2:6][N:7]=1.[C@@H:8]1([NH2:17])[C:16]2[C:11](=[CH:12][CH:13]=[CH:14][CH:15]=2)[CH:10]=[CH:9]1.